This data is from Peptide-MHC class II binding affinity with 134,281 pairs from IEDB. The task is: Regression. Given a peptide amino acid sequence and an MHC pseudo amino acid sequence, predict their binding affinity value. This is MHC class II binding data. (1) The peptide sequence is QASPDLLRGLLSTFI. The MHC is DRB3_0202 with pseudo-sequence DRB3_0202. The binding affinity (normalized) is 0. (2) The peptide sequence is RYFLMAFANQIHHID. The MHC is DRB1_1302 with pseudo-sequence DRB1_1302. The binding affinity (normalized) is 0.773. (3) The peptide sequence is FRAAMATTANVPPAD. The MHC is HLA-DPA10201-DPB10101 with pseudo-sequence HLA-DPA10201-DPB10101. The binding affinity (normalized) is 0. (4) The peptide sequence is MYFHRRDLRLASNAI. The MHC is DRB1_1501 with pseudo-sequence DRB1_1501. The binding affinity (normalized) is 0.559. (5) The peptide sequence is IHSLRRLYPSVFEKH. The MHC is DRB1_0404 with pseudo-sequence DRB1_0404. The binding affinity (normalized) is 0.543. (6) The MHC is DRB3_0202 with pseudo-sequence DRB3_0202. The peptide sequence is MSIHGKGEWMTTEDM. The binding affinity (normalized) is 0. (7) The peptide sequence is AVTYYKEADYSQIPI. The MHC is HLA-DQA10101-DQB10501 with pseudo-sequence HLA-DQA10101-DQB10501. The binding affinity (normalized) is 0.421. (8) The MHC is HLA-DQA10201-DQB10301 with pseudo-sequence HLA-DQA10201-DQB10301. The peptide sequence is MLMTGGVTLVRKNRW. The binding affinity (normalized) is 0.738. (9) The peptide sequence is ALTALIRDPPADSTG. The MHC is DRB1_0101 with pseudo-sequence DRB1_0101. The binding affinity (normalized) is 0.343. (10) The peptide sequence is IKSDKPLKGPFNFRF. The MHC is HLA-DPA10201-DPB10501 with pseudo-sequence HLA-DPA10201-DPB10501. The binding affinity (normalized) is 0.129.